From a dataset of Forward reaction prediction with 1.9M reactions from USPTO patents (1976-2016). Predict the product of the given reaction. (1) Given the reactants C[O:2][C:3]([C:5]1[CH:6]=[C:7]2[C:12](=[CH:13][CH:14]=1)[NH:11][CH:10]([C:15]1[CH:20]=[C:19]([Cl:21])[CH:18]=[CH:17][C:16]=1[Cl:22])[CH2:9][C:8]2([CH3:24])[CH3:23])=[O:4].[OH-].[Na+], predict the reaction product. The product is: [Cl:22][C:16]1[CH:17]=[CH:18][C:19]([Cl:21])=[CH:20][C:15]=1[CH:10]1[CH2:9][C:8]([CH3:23])([CH3:24])[C:7]2[C:12](=[CH:13][CH:14]=[C:5]([C:3]([OH:4])=[O:2])[CH:6]=2)[NH:11]1. (2) Given the reactants [C:1]([O:5][C:6]([NH:8][C@@H:9]([CH2:13][C:14]1[CH:19]=[C:18]([F:20])[CH:17]=[C:16]([F:21])[CH:15]=1)[C:10](O)=[O:11])=[O:7])([CH3:4])([CH3:3])[CH3:2], predict the reaction product. The product is: [C:1]([O:5][C:6](=[O:7])[NH:8][C@@H:9]([CH2:13][C:14]1[CH:19]=[C:18]([F:20])[CH:17]=[C:16]([F:21])[CH:15]=1)[CH2:10][OH:11])([CH3:4])([CH3:2])[CH3:3]. (3) Given the reactants [Br:1][C:2]1[CH:3]=[C:4]([NH2:9])[C:5]([NH2:8])=[CH:6][CH:7]=1.[C:10](O)(=O)[CH3:11], predict the reaction product. The product is: [Br:1][C:2]1[CH:7]=[CH:6][C:5]2[NH:8][C:10]([CH3:11])=[N:9][C:4]=2[CH:3]=1.